This data is from Full USPTO retrosynthesis dataset with 1.9M reactions from patents (1976-2016). The task is: Predict the reactants needed to synthesize the given product. (1) Given the product [CH3:1][O:41][CH2:40][C@H:39]([C:42]([OH:44])=[O:43])[NH:38][C:19]([C:26]1[CH:31]=[CH:30][CH:29]=[CH:28][CH:27]=1)([C:32]1[CH:33]=[CH:34][CH:35]=[CH:36][CH:37]=1)[C:20]1[CH:21]=[CH:22][CH:23]=[CH:24][CH:25]=1, predict the reactants needed to synthesize it. The reactants are: [CH3:1]C(N[C@@H](C(NCC1C=CC=CC=1)=O)COC)=O.[C:19]([NH:38][C@@H:39]([C:42]([OH:44])=[O:43])[CH2:40][OH:41])([C:32]1[CH:37]=[CH:36][CH:35]=[CH:34][CH:33]=1)([C:26]1[CH:31]=[CH:30][CH:29]=[CH:28][CH:27]=1)[C:20]1[CH:25]=[CH:24][CH:23]=[CH:22][CH:21]=1.CI. (2) Given the product [O:4]1[C:12]2[CH:11]=[CH:10][N:9]=[C:8]([N:13]3[CH2:18][CH2:17][N:16]([CH2:19][CH2:20][C@H:21]4[CH2:26][CH2:25][C@H:24]([NH:27][S:35]([C:32]5[CH:33]=[CH:34][C:29]([F:28])=[CH:30][CH:31]=5)(=[O:37])=[O:36])[CH2:23][CH2:22]4)[CH2:15][CH2:14]3)[C:7]=2[CH2:6][CH2:5]1, predict the reactants needed to synthesize it. The reactants are: Cl.Cl.Cl.[O:4]1[C:12]2[CH:11]=[CH:10][N:9]=[C:8]([N:13]3[CH2:18][CH2:17][N:16]([CH2:19][CH2:20][C@H:21]4[CH2:26][CH2:25][C@H:24]([NH2:27])[CH2:23][CH2:22]4)[CH2:15][CH2:14]3)[C:7]=2[CH2:6][CH2:5]1.[F:28][C:29]1[CH:34]=[CH:33][C:32]([S:35](Cl)(=[O:37])=[O:36])=[CH:31][CH:30]=1. (3) Given the product [ClH:29].[ClH:41].[NH2:7][C:8]1[C@:9]([CH3:27])([C:23]([F:24])([F:25])[F:26])[O:10][CH2:11][C@:12]([C:15]2[CH:20]=[C:19]([NH:21][C:30]3[C:31]4[N:39]=[CH:38][C:37]([Cl:40])=[CH:36][C:32]=4[N:33]=[CH:34][N:35]=3)[CH:18]=[CH:17][C:16]=2[F:22])([CH3:14])[N:13]=1, predict the reactants needed to synthesize it. The reactants are: C(OC(=O)[NH:7][C:8]1[C@:9]([CH3:27])([C:23]([F:26])([F:25])[F:24])[O:10][CH2:11][C@:12]([C:15]2[CH:20]=[C:19]([NH2:21])[CH:18]=[CH:17][C:16]=2[F:22])([CH3:14])[N:13]=1)(C)(C)C.[Cl:29][C:30]1[C:31]2[N:39]=[CH:38][C:37]([Cl:40])=[CH:36][C:32]=2[N:33]=[CH:34][N:35]=1.[ClH:41].C([O-])(O)=O.[Na+]. (4) Given the product [CH3:15][C:13]1([CH3:16])[CH2:12][CH2:11][C:10]2=[C:6]([C:4]([OH:5])=[O:3])[S:7][C:8]([S:17][CH3:18])=[C:9]2[CH2:14]1, predict the reactants needed to synthesize it. The reactants are: C([O:3][C:4]([C:6]1[S:7][C:8]([S:17][CH3:18])=[C:9]2[CH2:14][C:13]([CH3:16])([CH3:15])[CH2:12][CH2:11][C:10]=12)=[O:5])C.O[Li].O. (5) Given the product [CH3:26][N:24]1[CH:25]=[C:21]([C:18]2[N:17]=[C:16]3[N:12]([CH2:11][C:10]4[CH:9]=[C:8]([C:5]5[N:4]=[CH:3][C:2]([OH:31])=[CH:7][N:6]=5)[CH:29]=[CH:28][CH:27]=4)[N:13]=[N:14][C:15]3=[N:20][CH:19]=2)[CH:22]=[N:23]1, predict the reactants needed to synthesize it. The reactants are: Br[C:2]1[CH:3]=[N:4][C:5]([C:8]2[CH:9]=[C:10]([CH:27]=[CH:28][CH:29]=2)[CH2:11][N:12]2[C:16]3=[N:17][C:18]([C:21]4[CH:22]=[N:23][N:24]([CH3:26])[CH:25]=4)=[CH:19][N:20]=[C:15]3[N:14]=[N:13]2)=[N:6][CH:7]=1.B1(B2OC(C)(C)C(C)(C)O2)OC(C)(C)C(C)(C)[O:31]1.C([O-])(=O)C.[K+].O. (6) Given the product [Cl:36][C:37]1[CH:38]=[C:39]2[C:44](=[CH:45][CH:46]=1)[CH:43]=[C:42]([S:47]([N:32]1[CH2:33][CH2:34][N:29]([CH2:28][C:15]3([NH:14][C:12]([O:11][CH2:9][CH3:10])=[O:13])[CH2:16][CH2:17][N:18]([C:21]4[CH:26]=[CH:25][N:24]=[C:23]([CH3:27])[CH:22]=4)[CH2:19][CH2:20]3)[C:30](=[O:35])[CH2:31]1)(=[O:49])=[O:48])[CH:41]=[CH:40]2, predict the reactants needed to synthesize it. The reactants are: C(N(CC)CC)C.Cl.[CH2:9]([O:11][C:12]([NH:14][C:15]1([CH2:28][N:29]2[CH2:34][CH2:33][NH:32][CH2:31][C:30]2=[O:35])[CH2:20][CH2:19][N:18]([C:21]2[CH:26]=[CH:25][N:24]=[C:23]([CH3:27])[CH:22]=2)[CH2:17][CH2:16]1)=[O:13])[CH3:10].[Cl:36][C:37]1[CH:38]=[C:39]2[C:44](=[CH:45][CH:46]=1)[CH:43]=[C:42]([S:47](Cl)(=[O:49])=[O:48])[CH:41]=[CH:40]2.C(=O)([O-])[O-].[Na+].[Na+].